From a dataset of Catalyst prediction with 721,799 reactions and 888 catalyst types from USPTO. Predict which catalyst facilitates the given reaction. (1) Reactant: Cl[C:2]1[CH:7]=[C:6]([O:8][CH3:9])[CH:5]=[CH:4][N:3]=1.[CH2:10]([O:17][C:18]1[CH:23]=[CH:22][C:21]([CH:24]=[O:25])=[CH:20][C:19]=1B(O)O)[C:11]1[CH:16]=[CH:15][CH:14]=[CH:13][CH:12]=1.C([O-])([O-])=O.[K+].[K+]. Product: [CH2:10]([O:17][C:18]1[CH:19]=[CH:20][C:21]([CH:24]=[O:25])=[CH:22][C:23]=1[C:2]1[CH:7]=[C:6]([O:8][CH3:9])[CH:5]=[CH:4][N:3]=1)[C:11]1[CH:12]=[CH:13][CH:14]=[CH:15][CH:16]=1. The catalyst class is: 136. (2) Reactant: [F:1][C:2]([F:14])([F:13])[O:3][C:4]1[CH:9]=[CH:8][C:7]([N:10]=[C:11]=[O:12])=[CH:6][CH:5]=1.[NH2:15][CH:16]1[CH2:21][CH2:20][N:19]([C:22](=[O:28])[CH:23]([CH2:26][CH3:27])[CH2:24][CH3:25])[CH2:18][CH2:17]1.C(C(CC)C(O)=O)C.Cl. Product: [CH2:26]([CH:23]([CH2:24][CH3:25])[C:22]([N:19]1[CH2:18][CH2:17][CH:16]([NH:15][C:11]([NH:10][C:7]2[CH:6]=[CH:5][C:4]([O:3][C:2]([F:13])([F:14])[F:1])=[CH:9][CH:8]=2)=[O:12])[CH2:21][CH2:20]1)=[O:28])[CH3:27]. The catalyst class is: 1. (3) Reactant: [F:1][C:2]([F:14])([F:13])[C:3]1[CH:4]=[CH:5][C:6]2[O:10][C:9](S)=[N:8][C:7]=2[CH:12]=1.[NH:15]1[CH2:21][CH2:20][CH2:19][NH:18][CH2:17][CH2:16]1. Product: [N:15]1([C:9]2[O:10][C:6]3[CH:5]=[CH:4][C:3]([C:2]([F:14])([F:13])[F:1])=[CH:12][C:7]=3[N:8]=2)[CH2:21][CH2:20][CH2:19][NH:18][CH2:17][CH2:16]1. The catalyst class is: 11. (4) Reactant: [Br:1][C:2]1[CH:15]=[C:14]([CH3:16])[C:5]([O:6][C:7]2[N:12]=[CH:11][C:10]([OH:13])=[CH:9][CH:8]=2)=[C:4]([Cl:17])[CH:3]=1.N1C=CN=C1.[CH3:23][C:24]([Si:27](Cl)([CH3:29])[CH3:28])([CH3:26])[CH3:25].C([O-])(O)=O.[Na+]. Product: [Br:1][C:2]1[CH:15]=[C:14]([CH3:16])[C:5]([O:6][C:7]2[CH:8]=[CH:9][C:10]([O:13][Si:27]([C:24]([CH3:26])([CH3:25])[CH3:23])([CH3:29])[CH3:28])=[CH:11][N:12]=2)=[C:4]([Cl:17])[CH:3]=1. The catalyst class is: 3. (5) Reactant: [C:1]([CH2:3][CH2:4][C:5]([N+]([O-])=O)([CH2:10][CH2:11][C:12]#[N:13])[CH2:6][CH2:7][C:8]#[N:9])#[N:2].N(C(C)(C)C#N)=NC(C)(C)C#N. Product: [C:12]([CH2:11][CH2:10][CH:5]([CH2:4][CH2:3][C:1]#[N:2])[CH2:6][CH2:7][C:8]#[N:9])#[N:13]. The catalyst class is: 10. (6) Reactant: [C:1]([C:5]1[CH:9]=[C:8]([NH:10][C:11]([NH:13][C@@H:14]2[C:23]3[C:18](=[CH:19][CH:20]=[CH:21][CH:22]=3)[C@H:17]([O:24][C:25]3[CH:26]=[CH:27][C:28]4[N:29]([C:31]([N:34]5[C@H:39]([CH3:40])[CH2:38][CH2:37][CH2:36][C@@H:35]5[CH3:41])=[N:32][N:33]=4)[CH:30]=3)[CH2:16][CH2:15]2)=[O:12])[N:7]([C:42]2[CH:43]=[C:44]([CH:51]=[CH:52][CH:53]=2)[CH2:45][O:46]S(C)(=O)=O)[N:6]=1)([CH3:4])([CH3:3])[CH3:2].CCN(C(C)C)C(C)C.[NH:63]1[CH2:68][CH2:67][O:66][CH2:65][CH2:64]1. Product: [CH:45]([OH:46])=[O:66].[C:1]([C:5]1[CH:9]=[C:8]([NH:10][C:11]([NH:13][C@@H:14]2[C:23]3[C:18](=[CH:19][CH:20]=[CH:21][CH:22]=3)[C@H:17]([O:24][C:25]3[CH:26]=[CH:27][C:28]4[N:29]([C:31]([N:34]5[C@H:35]([CH3:41])[CH2:36][CH2:37][CH2:38][C@@H:39]5[CH3:40])=[N:32][N:33]=4)[CH:30]=3)[CH2:16][CH2:15]2)=[O:12])[N:7]([C:42]2[CH:53]=[CH:52][CH:51]=[C:44]([CH2:45][N:63]3[CH2:68][CH2:67][O:66][CH2:65][CH2:64]3)[CH:43]=2)[N:6]=1)([CH3:4])([CH3:2])[CH3:3]. The catalyst class is: 1. (7) Reactant: [Cl-].O[NH3+:3].[C:4](=[O:7])([O-])[OH:5].[Na+].CS(C)=O.[CH3:13][O:14][CH2:15][C:16]1[N:17]=[C:18]([CH3:44])[N:19]([CH2:38][C:39]2[S:40][CH:41]=[CH:42][CH:43]=2)[C:20](=[O:37])[C:21]=1[CH2:22][C:23]1[CH:28]=[CH:27][C:26]([C:29]2[C:30]([C:35]#[N:36])=[CH:31][CH:32]=[CH:33][CH:34]=2)=[CH:25][CH:24]=1. Product: [CH3:13][O:14][CH2:15][C:16]1[N:17]=[C:18]([CH3:44])[N:19]([CH2:38][C:39]2[S:40][CH:41]=[CH:42][CH:43]=2)[C:20](=[O:37])[C:21]=1[CH2:22][C:23]1[CH:24]=[CH:25][C:26]([C:29]2[CH:34]=[CH:33][CH:32]=[CH:31][C:30]=2[C:35]2[NH:3][C:4](=[O:7])[O:5][N:36]=2)=[CH:27][CH:28]=1. The catalyst class is: 13.